This data is from Catalyst prediction with 721,799 reactions and 888 catalyst types from USPTO. The task is: Predict which catalyst facilitates the given reaction. (1) Reactant: [Br:1][C:2]1[CH:3]=[N:4][CH:5]=[C:6]2[C:11]=1[N:10]=[C:9]([C:12]([OH:14])=O)[CH:8]=[CH:7]2.C(N(CC)C(C)C)(C)C.F[P-](F)(F)(F)(F)F.N1(OC(N(C)C)=[N+](C)C)C2N=CC=CC=2N=N1.[N:48]1([CH2:53][CH2:54][CH2:55][NH2:56])[CH:52]=[CH:51][N:50]=[CH:49]1. Product: [N:48]1([CH2:53][CH2:54][CH2:55][NH:56][C:12]([C:9]2[CH:8]=[CH:7][C:6]3[C:11](=[C:2]([Br:1])[CH:3]=[N:4][CH:5]=3)[N:10]=2)=[O:14])[CH:52]=[CH:51][N:50]=[CH:49]1. The catalyst class is: 9. (2) Reactant: [CH3:1][O:2][C:3]1[CH:8]=[CH:7][C:6]([C:9]2[O:10][C:11]3[CH:27]=[CH:26][C:25]([NH:28]C(=O)C)=[CH:24][C:12]=3[C:13](=[O:23])[C:14]=2[O:15][CH2:16][C:17]2[CH:22]=[CH:21][CH:20]=[CH:19][CH:18]=2)=[CH:5][CH:4]=1.[ClH:32].[K+].[Br-]. Product: [ClH:32].[CH3:1][O:2][C:3]1[CH:4]=[CH:5][C:6]([C:9]2[O:10][C:11]3[CH:27]=[CH:26][C:25]([NH2:28])=[CH:24][C:12]=3[C:13](=[O:23])[C:14]=2[O:15][CH2:16][C:17]2[CH:22]=[CH:21][CH:20]=[CH:19][CH:18]=2)=[CH:7][CH:8]=1. The catalyst class is: 147. (3) Reactant: [CH3:1][O:2][C:3]([CH:5]1[CH2:10][CH2:9][N:8]([C:11]([O:13][C:14]([CH3:17])([CH3:16])[CH3:15])=[O:12])[CH2:7][CH2:6]1)=[O:4].[CH:18]([N-]C(C)C)(C)C.[Li+].IC. Product: [CH3:1][O:2][C:3]([C:5]1([CH3:18])[CH2:6][CH2:7][N:8]([C:11]([O:13][C:14]([CH3:17])([CH3:16])[CH3:15])=[O:12])[CH2:9][CH2:10]1)=[O:4]. The catalyst class is: 1. (4) Reactant: [Br:1][C:2]1[CH:3]=[C:4]2[C:8](=[CH:9][CH:10]=1)[NH:7][C:6](=[O:11])[C:5]2=[O:12].[CH2:13](O)[CH2:14][CH2:15][OH:16].O.C1(C)C=CC(S(O)(=O)=O)=CC=1. Product: [Br:1][C:2]1[CH:3]=[C:4]2[C:8](=[CH:9][CH:10]=1)[NH:7][C:6](=[O:11])[C:5]12[O:16][CH2:15][CH2:14][CH2:13][O:12]1. The catalyst class is: 48.